This data is from Forward reaction prediction with 1.9M reactions from USPTO patents (1976-2016). The task is: Predict the product of the given reaction. (1) Given the reactants [O:1]1[CH:5]=[CH:4][N:3]=[CH:2]1.[Li]CCCC.Cl[C:12]1[N:17]=[C:16]([NH:18]C(=O)C)[CH:15]=[C:14]([N:22]2[CH:26]=[CH:25][CH:24]=[N:23]2)[N:13]=1.CC1OC(C(N)=N)=CC=1, predict the reaction product. The product is: [O:1]1[CH:5]=[CH:4][N:3]=[C:2]1[C:12]1[N:17]=[C:16]([NH2:18])[CH:15]=[C:14]([N:22]2[CH:26]=[CH:25][CH:24]=[N:23]2)[N:13]=1. (2) Given the reactants [CH:1](=[C:8]1[CH2:17][CH2:16][C:11]2([O:15][CH2:14][CH2:13][O:12]2)[CH2:10][CH2:9]1)[C:2]1[CH:7]=[CH:6][CH:5]=[CH:4][CH:3]=1.[H][H], predict the reaction product. The product is: [CH2:1]([CH:8]1[CH2:17][CH2:16][C:11]2([O:15][CH2:14][CH2:13][O:12]2)[CH2:10][CH2:9]1)[C:2]1[CH:3]=[CH:4][CH:5]=[CH:6][CH:7]=1. (3) Given the reactants [C:1]([O:5][C:6](=[O:35])[N:7]([C@H:9]([C:11](=[O:34])[NH:12][C@@H:13]([CH:28]1[CH2:33][CH2:32][CH2:31][CH2:30][CH2:29]1)[C:14]([N:16]1[CH2:20][CH2:19][CH2:18][C@H:17]1[C:21]1[CH:22]=[N:23][CH:24]=[C:25](Br)[CH:26]=1)=[O:15])[CH3:10])[CH3:8])([CH3:4])([CH3:3])[CH3:2].[C:36]([O-:39])([O-])=[O:37].[Na+].[Na+].[C:42]1(C)[CH:47]=[CH:46][CH:45]=[CH:44][CH:43]=1.C(O)C, predict the reaction product. The product is: [C:1]([O:5][C:6](=[O:35])[N:7]([C@H:9]([C:11](=[O:34])[NH:12][C@@H:13]([CH:28]1[CH2:33][CH2:32][CH2:31][CH2:30][CH2:29]1)[C:14]([N:16]1[CH2:20][CH2:19][CH2:18][C@H:17]1[C:21]1[CH:22]=[N:23][CH:24]=[C:25]([C:42]2[CH:47]=[CH:46][C:45]3[O:37][CH2:36][O:39][C:44]=3[CH:43]=2)[CH:26]=1)=[O:15])[CH3:10])[CH3:8])([CH3:4])([CH3:3])[CH3:2]. (4) Given the reactants [CH2:1]([O:3][N:4]1[CH2:24][CH2:23][C:7]2([NH:11][C:10](=[O:12])[C:9]([C:13]3[C:18]([CH3:19])=[CH:17][C:16]([CH3:20])=[CH:15][C:14]=3[CH3:21])=[C:8]2[OH:22])[CH2:6][CH2:5]1)[CH3:2].N1C=CC=CC=1.[C:31](Cl)(=[O:36])[C:32]([CH3:35])([CH3:34])[CH3:33].O, predict the reaction product. The product is: [CH2:1]([O:3][N:4]1[CH2:5][CH2:6][C:7]2([NH:11][C:10](=[O:12])[C:9]([C:13]3[C:18]([CH3:19])=[CH:17][C:16]([CH3:20])=[CH:15][C:14]=3[CH3:21])=[C:8]2[O:22][C:31](=[O:36])[C:32]([CH3:35])([CH3:34])[CH3:33])[CH2:23][CH2:24]1)[CH3:2]. (5) Given the reactants C[O:2][C:3](=O)[CH2:4][CH:5]1[C:10](=[O:11])[C@:9]2([CH3:15])[C:12]([CH3:14])([CH3:13])[C@H:6]1[CH2:7][CH2:8]2.O.[NH2:18][NH2:19], predict the reaction product. The product is: [CH3:15][C@@:9]12[C:12]([CH3:14])([CH3:13])[C@@H:6]([CH2:7][CH2:8]1)[CH:5]([CH2:4][C:3]([NH:18][NH2:19])=[O:2])[C:10]2=[O:11]. (6) The product is: [C:8]([CH:10]1[CH2:15][CH2:14][N:13]([C:16]([O:18][C:19]([CH3:22])([CH3:21])[CH3:20])=[O:17])[CH2:12][CH2:11]1)(=[O:9])[C:2]1[CH:3]=[CH:4][CH:5]=[CH:6][CH:7]=1. Given the reactants Cl.[C:2]1([C:8]([CH:10]2[CH2:15][CH2:14][NH:13][CH2:12][CH2:11]2)=[O:9])[CH:7]=[CH:6][CH:5]=[CH:4][CH:3]=1.[C:16](O[C:16]([O:18][C:19]([CH3:22])([CH3:21])[CH3:20])=[O:17])([O:18][C:19]([CH3:22])([CH3:21])[CH3:20])=[O:17].O.C(OCC)(=O)C, predict the reaction product. (7) Given the reactants [Br:1][C:2]1[CH:7]=[CH:6][CH:5]=[CH:4][C:3]=1[NH:8][N:9]=[C:10]([C:13]#[N:14])[C:11]#[N:12].BrC1C=CC=CC=1N.C(#N)CC#N.O.[NH2:29][NH2:30], predict the reaction product. The product is: [NH2:14][C:13]1[C:10](=[N:9][NH:8][C:3]2[CH:4]=[CH:5][CH:6]=[CH:7][C:2]=2[Br:1])[C:11]([NH2:12])=[N:30][N:29]=1.